Regression/Classification. Given a drug SMILES string, predict its toxicity properties. Task type varies by dataset: regression for continuous values (e.g., LD50, hERG inhibition percentage) or binary classification for toxic/non-toxic outcomes (e.g., AMES mutagenicity, cardiotoxicity, hepatotoxicity). Dataset: herg_karim. From a dataset of hERG potassium channel inhibition data for cardiac toxicity prediction from Karim et al.. (1) The drug is Cc1cc([C@H]2C[C@H]3[C@@H](C)SC(N)=N[C@@]3(c3ccc(F)cc3F)CO2)on1. The result is 1 (blocker). (2) The drug is COC1COCCC1N[C@@H]1C[C@H]2CCC[C@@]2(C(=O)N2CCc3ccc(Br)cc3C2)C1. The result is 0 (non-blocker). (3) The compound is CC(C)N(CCC(C(N)=O)(c1ccccc1)c1ccccn1)C(C)C. The result is 0 (non-blocker). (4) The molecule is Cc1c([C@@H]2CN3CCN(C(=O)Cc4cnc(-n5cnnn5)nc4)C[C@H]3CO2)ccc(F)c1C#N. The result is 1 (blocker).